From a dataset of Full USPTO retrosynthesis dataset with 1.9M reactions from patents (1976-2016). Predict the reactants needed to synthesize the given product. (1) The reactants are: [C:1]([O:5][C:6]([N:8]1[CH2:13][CH2:12][C@:11]([OH:29])([C:14]2[CH:19]=[CH:18][C:17]([O:20][CH2:21][CH2:22][CH2:23][O:24][CH3:25])=[CH:16][C:15]=2[CH2:26][CH2:27][OH:28])[C@@H:10]([O:30][CH2:31][C:32]2[CH:33]=[CH:34][C:35]3[O:40][CH2:39][CH2:38][N:37]([CH2:41][CH2:42][CH2:43][O:44][CH3:45])[C:36]=3[CH:46]=2)[CH2:9]1)=[O:7])([CH3:4])([CH3:3])[CH3:2].CCN(CC)CC.[C:54]1([CH3:64])[CH:59]=[CH:58][C:57]([S:60](Cl)(=[O:62])=[O:61])=[CH:56][CH:55]=1. Given the product [C:1]([O:5][C:6]([N:8]1[CH2:13][CH2:12][C@:11]([OH:29])([C:14]2[CH:19]=[CH:18][C:17]([O:20][CH2:21][CH2:22][CH2:23][O:24][CH3:25])=[CH:16][C:15]=2[CH2:26][CH2:27][O:28][S:60]([C:57]2[CH:58]=[CH:59][C:54]([CH3:64])=[CH:55][CH:56]=2)(=[O:62])=[O:61])[C@@H:10]([O:30][CH2:31][C:32]2[CH:33]=[CH:34][C:35]3[O:40][CH2:39][CH2:38][N:37]([CH2:41][CH2:42][CH2:43][O:44][CH3:45])[C:36]=3[CH:46]=2)[CH2:9]1)=[O:7])([CH3:3])([CH3:4])[CH3:2], predict the reactants needed to synthesize it. (2) Given the product [Cl:5][CH2:6][C:7]([C:13]1[CH:14]=[CH:15][C:10]([CH2:16][CH2:17][NH:18][C:19](=[O:21])[CH3:20])=[CH:11][CH:12]=1)=[O:8], predict the reactants needed to synthesize it. The reactants are: [Cl-].[Al+3].[Cl-].[Cl-].[Cl:5][CH2:6][C:7](Cl)=[O:8].[C:10]1([CH2:16][CH2:17][NH:18][C:19](=[O:21])[CH3:20])[CH:15]=[CH:14][CH:13]=[CH:12][CH:11]=1. (3) Given the product [CH3:1][O:2][C:3]1[C:4]([CH3:38])=[C:5]([C:29]([O:36][CH3:37])=[C:30]([O:34][CH3:35])[C:31]=1[O:32][CH3:33])[CH2:6][C:7]1[CH:8]=[CH:9][C:10]([OH:21])=[C:11]([CH:20]=1)[C:12]([N:14]1[CH2:15][CH2:16][O:17][CH2:18][CH2:19]1)=[O:13], predict the reactants needed to synthesize it. The reactants are: [CH3:1][O:2][C:3]1[C:4]([CH3:38])=[C:5]([C:29]([O:36][CH3:37])=[C:30]([O:34][CH3:35])[C:31]=1[O:32][CH3:33])[CH2:6][C:7]1[CH:8]=[CH:9][C:10]([O:21]CC2C=CC=CC=2)=[C:11]([CH:20]=1)[C:12]([N:14]1[CH2:19][CH2:18][O:17][CH2:16][CH2:15]1)=[O:13].[H][H]. (4) Given the product [NH2:1][C:2]1[C:10]2[C:9]([C:11]3[CH:16]=[CH:15][C:14]([Cl:17])=[C:13]([Cl:18])[CH:12]=3)=[N:8][C:7]([NH:25][CH:26]([CH2:29][OH:30])[CH2:27][OH:28])=[N:6][C:5]=2[S:4][C:3]=1[C:22]([NH2:24])=[O:23], predict the reactants needed to synthesize it. The reactants are: [NH2:1][C:2]1[C:10]2[C:9]([C:11]3[CH:16]=[CH:15][C:14]([Cl:17])=[C:13]([Cl:18])[CH:12]=3)=[N:8][C:7](S(C)=O)=[N:6][C:5]=2[S:4][C:3]=1[C:22]([NH2:24])=[O:23].[NH2:25][CH:26]([CH2:29][OH:30])[CH2:27][OH:28]. (5) Given the product [CH3:25][C:2](=[CH2:1])[C:3]([O:5][CH2:6][CH2:7][CH2:8][CH2:9][CH2:10][CH2:11][O:12][C:13]1[CH:14]=[C:15]2[C:20](=[CH:21][CH:22]=1)[CH:19]=[C:18]([C:23]([OH:32])=[O:24])[CH:17]=[CH:16]2)=[O:4], predict the reactants needed to synthesize it. The reactants are: [CH3:1][C:2](=[CH2:25])[C:3]([O:5][CH2:6][CH2:7][CH2:8][CH2:9][CH2:10][CH2:11][O:12][C:13]1[CH:14]=[C:15]2[C:20](=[CH:21][CH:22]=1)[CH:19]=[C:18]([CH:23]=[O:24])[CH:17]=[CH:16]2)=[O:4].CC(=CC)C.P([O-])(O)(O)=[O:32].[Na+].Cl([O-])=O.[Na+]. (6) Given the product [Cl:25][C:22]1[CH:23]=[CH:24][C:19]([C@H:8]2[C@H:9]([O:15]/[CH:16]=[CH:17]/[CH3:18])[C@@H:10]([O:11]/[CH:12]=[CH:13]/[CH3:14])[C@H:5]([O:4]/[CH:1]=[CH:2]/[CH3:3])[C@@H:6]([CH2:37][O:38]/[CH:39]=[CH:40]/[CH3:41])[N:7]2[CH3:36])=[CH:20][C:21]=1[CH2:26][C:27]1[CH:28]=[CH:29][C:30]([O:33][CH2:34][CH3:35])=[CH:31][CH:32]=1, predict the reactants needed to synthesize it. The reactants are: [CH2:1]([O:4][C@H:5]1[C@H:10]([O:11][CH2:12][CH:13]=[CH2:14])[C@@H:9]([O:15][CH2:16][CH:17]=[CH2:18])[C@H:8]([C:19]2[CH:24]=[CH:23][C:22]([Cl:25])=[C:21]([CH2:26][C:27]3[CH:32]=[CH:31][C:30]([O:33][CH2:34][CH3:35])=[CH:29][CH:28]=3)[CH:20]=2)[N:7]([CH3:36])[C@@H:6]1[CH2:37][O:38][CH2:39][CH:40]=[CH2:41])[CH:2]=[CH2:3].